Dataset: Forward reaction prediction with 1.9M reactions from USPTO patents (1976-2016). Task: Predict the product of the given reaction. (1) Given the reactants [CH3:1][O:2][C:3](=[O:9])[CH2:4][C:5](=[O:8])[CH2:6][CH3:7].[Cl-].[Mg+2].[Cl-].N1C=CC=CC=1.[C:19](Cl)(=[O:22])[CH2:20][CH3:21].Cl, predict the reaction product. The product is: [CH3:1][O:2][C:3](=[O:9])[CH:4]([C:19](=[O:22])[CH2:20][CH3:21])[C:5](=[O:8])[CH2:6][CH3:7]. (2) The product is: [CH2:24]([N:23]([CH2:16][C:17]1[CH:22]=[CH:21][CH:20]=[CH:19][CH:18]=1)[S:12]([C:8]1[CH:7]=[CH:6][C:5]2[C:10](=[CH:11][C:2]([Br:1])=[CH:3][CH:4]=2)[CH:9]=1)(=[O:14])=[O:13])[C:25]1[CH:30]=[CH:29][CH:28]=[CH:27][CH:26]=1. Given the reactants [Br:1][C:2]1[CH:11]=[C:10]2[C:5]([CH:6]=[CH:7][C:8]([S:12](Cl)(=[O:14])=[O:13])=[CH:9]2)=[CH:4][CH:3]=1.[CH2:16]([NH:23][CH2:24][C:25]1[CH:30]=[CH:29][CH:28]=[CH:27][CH:26]=1)[C:17]1[CH:22]=[CH:21][CH:20]=[CH:19][CH:18]=1.CCN(CC)CC, predict the reaction product.